Dataset: Reaction yield outcomes from USPTO patents with 853,638 reactions. Task: Predict the reaction yield, written as a fraction of the theoretical maximum amount of product (1.0 means a 100% yield; for example, 0.34 means a 34% yield). (1) The reactants are [CH2:1]([C:5]1[C:9]([CH2:10][NH2:11])=[C:8]([CH3:12])[O:7][N:6]=1)[CH2:2][CH2:3][CH3:4].Cl[C:14]1[CH:23]=[CH:22][C:17]([C:18]([O:20][CH3:21])=[O:19])=[CH:16][N:15]=1.C(N(CC)C(C)C)(C)C. The catalyst is CS(C)=O. The product is [CH3:21][O:20][C:18](=[O:19])[C:17]1[CH:22]=[CH:23][C:14]([NH:11][CH2:10][C:9]2[C:5]([CH2:1][CH2:2][CH2:3][CH3:4])=[N:6][O:7][C:8]=2[CH3:12])=[N:15][CH:16]=1. The yield is 0.490. (2) The reactants are [NH2:1][C:2]1[CH:3]=[C:4]([S:8][C:9]2[C:10]([O:36][CH3:37])=[N:11][C:12]([N:17]([CH2:27][C:28]3[CH:33]=[CH:32][C:31]([O:34][CH3:35])=[CH:30][CH:29]=3)[CH2:18][C:19]3[CH:24]=[CH:23][C:22]([O:25][CH3:26])=[CH:21][CH:20]=3)=[N:13][C:14]=2[O:15][CH3:16])[CH:5]=[CH:6][CH:7]=1.CCN(CC)CC.[C:45](Cl)(=[O:48])[CH2:46][CH3:47]. The catalyst is C(Cl)Cl. The product is [CH3:35][O:34][C:31]1[CH:30]=[CH:29][C:28]([CH2:27][N:17]([CH2:18][C:19]2[CH:24]=[CH:23][C:22]([O:25][CH3:26])=[CH:21][CH:20]=2)[C:12]2[N:11]=[C:10]([O:36][CH3:37])[C:9]([S:8][C:4]3[CH:3]=[C:2]([NH:1][C:45](=[O:48])[CH2:46][CH3:47])[CH:7]=[CH:6][CH:5]=3)=[C:14]([O:15][CH3:16])[N:13]=2)=[CH:33][CH:32]=1. The yield is 0.930.